Dataset: Forward reaction prediction with 1.9M reactions from USPTO patents (1976-2016). Task: Predict the product of the given reaction. (1) Given the reactants C[O:2][C:3](=[O:20])[C:4]1[CH:9]=[CH:8][C:7](/[CH:10]=[CH:11]/[C:12]#[C:13][C:14]2[CH:19]=[CH:18][CH:17]=[CH:16][CH:15]=2)=[CH:6][CH:5]=1, predict the reaction product. The product is: [C:14]1([C:13]#[C:12]/[CH:11]=[CH:10]/[C:7]2[CH:6]=[CH:5][C:4]([C:3]([OH:20])=[O:2])=[CH:9][CH:8]=2)[CH:15]=[CH:16][CH:17]=[CH:18][CH:19]=1. (2) Given the reactants [CH3:1][C:2]1[CH:10]=[C:6]([C:7]([OH:9])=O)[C:5]([OH:11])=[CH:4][CH:3]=1.[F:12][C:13]([F:26])([F:25])[C:14]1[CH:15]=[C:16]([CH:18]=[C:19]([C:21]([F:24])([F:23])[F:22])[CH:20]=1)[NH2:17], predict the reaction product. The product is: [F:12][C:13]([F:25])([F:26])[C:14]1[CH:15]=[C:16]([NH:17][C:7](=[O:9])[C:6]2[CH:10]=[C:2]([CH3:1])[CH:3]=[CH:4][C:5]=2[OH:11])[CH:18]=[C:19]([C:21]([F:22])([F:24])[F:23])[CH:20]=1. (3) Given the reactants C1N=CN([C:6](N2C=NC=C2)=[S:7])C=1.[CH2:13]([CH:15]1[CH2:20][CH2:19][CH:18]([CH:21]2[CH2:26][CH2:25][CH:24]([C:27]3[CH:32]=[C:31]([F:33])[C:30]([NH2:34])=[C:29]([F:35])[CH:28]=3)[CH2:23][CH2:22]2)[CH2:17][CH2:16]1)[CH3:14], predict the reaction product. The product is: [F:35][C:29]1[CH:28]=[C:27]([CH:24]2[CH2:25][CH2:26][CH:21]([CH:18]3[CH2:17][CH2:16][CH:15]([CH2:13][CH3:14])[CH2:20][CH2:19]3)[CH2:22][CH2:23]2)[CH:32]=[C:31]([F:33])[C:30]=1[N:34]=[C:6]=[S:7]. (4) Given the reactants [C:1]12([CH2:11][OH:12])[CH2:10][CH:5]3[CH2:6][CH:7]([CH2:9][CH:3]([CH2:4]3)[CH2:2]1)[CH2:8]2.[H-].[Na+].[Cl:15][C:16]1[C:17](F)=[CH:18][C:19]([F:24])=[C:20]([CH:23]=1)[C:21]#[N:22], predict the reaction product. The product is: [C:1]12([CH2:11][O:12][C:17]3[C:16]([Cl:15])=[CH:23][C:20]([C:21]#[N:22])=[C:19]([F:24])[CH:18]=3)[CH2:8][CH:7]3[CH2:6][CH:5]([CH2:4][CH:3]([CH2:9]3)[CH2:2]1)[CH2:10]2. (5) Given the reactants [C:1]([C:5]1[CH:9]=[C:8]([NH:10][C:11](=[O:21])[C:12]2[CH:17]=[C:16]([Cl:18])[CH:15]=[CH:14][C:13]=2[O:19][CH3:20])[N:7]([CH2:22][C@@H:23]2[CH2:27][CH2:26][CH2:25][O:24]2)[N:6]=1)([CH3:4])([CH3:3])[CH3:2].[CH3:28][O:29]S(OC)(=O)=O, predict the reaction product. The product is: [C:23]([O-:29])(=[O:24])[CH3:27].[NH4+:6].[C:1]([C:5]1[N:6]([CH3:28])[N:7]([CH2:22][C@@H:23]2[CH2:27][CH2:26][CH2:25][O:24]2)[C:8](=[N:10][C:11](=[O:21])[C:12]2[CH:17]=[C:16]([Cl:18])[CH:15]=[CH:14][C:13]=2[O:19][CH3:20])[CH:9]=1)([CH3:4])([CH3:2])[CH3:3].